Task: Predict the reactants needed to synthesize the given product.. Dataset: Full USPTO retrosynthesis dataset with 1.9M reactions from patents (1976-2016) Given the product [Cl:21][C:14]1[C:15]([F:20])=[CH:16][CH:17]=[C:18]([Cl:19])[C:13]=1[C@H:11]([C:10]1[C:4]2[C:5](=[N:6][CH:7]=[C:2]([B:27]3[O:31][C:30]([CH3:33])([CH3:32])[C:29]([CH3:35])([CH3:34])[O:28]3)[CH:3]=2)[NH:8][CH:9]=1)[CH3:12], predict the reactants needed to synthesize it. The reactants are: Br[C:2]1[CH:3]=[C:4]2[C:10]([C@@H:11]([C:13]3[C:18]([Cl:19])=[CH:17][CH:16]=[C:15]([F:20])[C:14]=3[Cl:21])[CH3:12])=[CH:9][NH:8][C:5]2=[N:6][CH:7]=1.C([O-])(=O)C.[K+].[B:27]1([B:27]2[O:31][C:30]([CH3:33])([CH3:32])[C:29]([CH3:35])([CH3:34])[O:28]2)[O:31][C:30]([CH3:33])([CH3:32])[C:29]([CH3:35])([CH3:34])[O:28]1.